This data is from Catalyst prediction with 721,799 reactions and 888 catalyst types from USPTO. The task is: Predict which catalyst facilitates the given reaction. (1) Reactant: [Cl:1][C:2]1[CH:7]=[C:6]([CH3:8])[C:5]([NH:9][C:10]2[N:14]([CH3:15])[C:13]3[C:16]([C:20]4[CH:27]=[CH:26][CH:25]=[CH:24][C:21]=4[CH:22]=O)=[CH:17][CH:18]=[CH:19][C:12]=3[N:11]=2)=[C:4]([O:28][CH3:29])[CH:3]=1.CO.[CH3:32][NH2:33].[BH4-].[Na+]. Product: [Cl:1][C:2]1[CH:7]=[C:6]([CH3:8])[C:5]([NH:9][C:10]2[N:14]([CH3:15])[C:13]3[C:16]([C:20]4[CH:27]=[CH:26][CH:25]=[CH:24][C:21]=4[CH2:22][NH:33][CH3:32])=[CH:17][CH:18]=[CH:19][C:12]=3[N:11]=2)=[C:4]([O:28][CH3:29])[CH:3]=1. The catalyst class is: 97. (2) Reactant: [Cl:1][C:2]1[N:3]=[C:4]([CH2:9][CH2:10][CH3:11])[C:5]([CH3:8])=[N:6][CH:7]=1.C1C=C(Cl)C=C(C(OO)=[O:20])C=1. Product: [Cl:1][C:2]1[N:3]=[C:4]([CH2:9][CH2:10][CH3:11])[CH:5]([CH3:8])[N:6]([OH:20])[CH:7]=1. The catalyst class is: 26. (3) Reactant: [Li+].C[Si]([N-][Si](C)(C)C)(C)C.Cl[C:12]1[N:20]=[C:19]([Cl:21])[CH:18]=[CH:17][C:13]=1[C:14]([NH2:16])=[O:15].[NH2:22][C:23]1[CH:24]=[CH:25][C:26]([C:35]([N:37]2[CH2:42][CH2:41][O:40][CH2:39][CH2:38]2)=[O:36])=[C:27]([N:29]([CH3:34])[S:30]([CH3:33])(=[O:32])=[O:31])[CH:28]=1.CO. Product: [Cl:21][C:19]1[CH:18]=[CH:17][C:13]([C:14]([NH2:16])=[O:15])=[C:12]([NH:22][C:23]2[CH:24]=[CH:25][C:26]([C:35]([N:37]3[CH2:42][CH2:41][O:40][CH2:39][CH2:38]3)=[O:36])=[C:27]([N:29]([CH3:34])[S:30]([CH3:33])(=[O:32])=[O:31])[CH:28]=2)[N:20]=1. The catalyst class is: 76. (4) Reactant: [Br:1][C:2]1[C:7]2[N:8]([CH3:20])[C:9]([NH:11][C:12]3[C:17]([Cl:18])=[CH:16][CH:15]=[CH:14][C:13]=3[Cl:19])=[N:10][C:6]=2[CH:5]=[C:4]([C:21]([OH:23])=O)[CH:3]=1.[CH:24]1([NH2:30])[CH2:29][CH2:28][CH2:27][CH2:26][CH2:25]1.CN(C(ON1N=NC2C=CC=CC1=2)=[N+](C)C)C.[B-](F)(F)(F)F. Product: [CH:24]1([NH:30][C:21]([C:4]2[CH:3]=[C:2]([Br:1])[C:7]3[N:8]([CH3:20])[C:9]([NH:11][C:12]4[C:13]([Cl:19])=[CH:14][CH:15]=[CH:16][C:17]=4[Cl:18])=[N:10][C:6]=3[CH:5]=2)=[O:23])[CH2:29][CH2:28][CH2:27][CH2:26][CH2:25]1. The catalyst class is: 3. (5) Product: [F:15][C:16]1[C:17]([C:36]2[CH:48]=[C:47]([F:49])[C:39]3[N:40]=[C:41]([CH3:46])[N:42]([CH:43]([CH3:45])[CH3:44])[C:38]=3[CH:37]=2)=[N:18][C:19]([NH:22][C:23]2[CH:28]=[CH:27][C:26]([CH2:29][N:30]3[CH2:31][CH2:32][N:33]([CH:51]([CH3:53])[CH3:50])[CH2:34][CH2:35]3)=[CH:25][N:24]=2)=[N:20][CH:21]=1. The catalyst class is: 15. Reactant: C(O[BH-](OC(=O)C)OC(=O)C)(=O)C.[Na+].[F:15][C:16]1[C:17]([C:36]2[CH:48]=[C:47]([F:49])[C:39]3[N:40]=[C:41]([CH3:46])[N:42]([CH:43]([CH3:45])[CH3:44])[C:38]=3[CH:37]=2)=[N:18][C:19]([NH:22][C:23]2[CH:28]=[CH:27][C:26]([CH2:29][N:30]3[CH2:35][CH2:34][NH:33][CH2:32][CH2:31]3)=[CH:25][N:24]=2)=[N:20][CH:21]=1.[CH3:50][C:51]([CH3:53])=O.ClCCCl. (6) Reactant: I[C:2]1[C:10]2[CH:9]=[N:8][CH:7]=[N:6][C:5]=2[N:4]([Si:11]([CH:18]([CH3:20])[CH3:19])([CH:15]([CH3:17])[CH3:16])[CH:12]([CH3:14])[CH3:13])[CH:3]=1.C([Mg]Cl)(C)C.[CH3:26][S:27][C:28]1[N:33]=[CH:32][C:31]([CH:34]=[O:35])=[CH:30][N:29]=1.[Cl-].[NH4+]. Product: [CH3:26][S:27][C:28]1[N:33]=[CH:32][C:31]([CH:34]([C:2]2[C:10]3[CH:9]=[N:8][CH:7]=[N:6][C:5]=3[N:4]([Si:11]([CH:18]([CH3:20])[CH3:19])([CH:15]([CH3:17])[CH3:16])[CH:12]([CH3:14])[CH3:13])[CH:3]=2)[OH:35])=[CH:30][N:29]=1. The catalyst class is: 7. (7) Reactant: O=[C:2]1[CH2:7][CH2:6][CH2:5][CH2:4][CH:3]1[C:8]([O:10]CC)=O.C(=O)(O)O.[NH2:17][C:18]([NH2:20])=[NH:19]. Product: [NH2:20][C:18]1[N:19]=[C:8]([OH:10])[C:3]2[CH2:4][CH2:5][CH2:6][CH2:7][C:2]=2[N:17]=1. The catalyst class is: 8. (8) Reactant: [Cl:1][C:2]1[N:3]=[CH:4][C:5]2[NH:11][C:10](=[O:12])[C:9]([F:14])([CH3:13])[CH2:8][N:7]([CH:15]3[CH2:20][CH2:19][CH2:18][CH2:17][CH2:16]3)[C:6]=2[N:21]=1.[H-].[Na+].[CH3:24]I. Product: [Cl:1][C:2]1[N:3]=[CH:4][C:5]2[N:11]([CH3:24])[C:10](=[O:12])[C:9]([F:14])([CH3:13])[CH2:8][N:7]([CH:15]3[CH2:20][CH2:19][CH2:18][CH2:17][CH2:16]3)[C:6]=2[N:21]=1. The catalyst class is: 44. (9) Reactant: [NH2:1][C:2]1[CH:3]=[C:4]2[C:9](=[CH:10][C:11]=1[O:12][CH3:13])[NH:8][C:7](=[O:14])[CH:6]=[C:5]2[C:15]([F:18])([F:17])[F:16].[F-].[Cs+].[CH:21](I)([CH3:23])[CH3:22]. Product: [NH2:1][C:2]1[CH:3]=[C:4]2[C:9](=[CH:10][C:11]=1[O:12][CH3:13])[N:8]=[C:7]([O:14][CH:21]([CH3:23])[CH3:22])[CH:6]=[C:5]2[C:15]([F:18])([F:16])[F:17]. The catalyst class is: 3.